From a dataset of Full USPTO retrosynthesis dataset with 1.9M reactions from patents (1976-2016). Predict the reactants needed to synthesize the given product. (1) Given the product [Cl:26][CH2:25][CH2:24][N:4]1[CH2:3][C@H:2]([CH3:1])[O:6][C:5]1=[O:7], predict the reactants needed to synthesize it. The reactants are: [CH3:1][C@@H:2]1[O:6][C:5](=[O:7])[NH:4][CH2:3]1.[K].CC(C)([O-])C.C1(C)C=CC(S(O[CH2:24][CH2:25][Cl:26])(=O)=O)=CC=1. (2) Given the product [CH3:1][C:2]1([C@H:5]([NH:7][C:8]2[C:9]3[N:10]([CH:17]=[C:18]([C:20]4[O:21][C:22]([N:32]5[CH2:33][CH2:34][N:29]([CH3:28])[CH2:30][CH2:31]5)=[N:23][N:24]=4)[CH:19]=3)[N:11]=[CH:12][C:13]=2[C:14]([NH2:16])=[O:15])[CH3:6])[CH2:4][CH2:3]1, predict the reactants needed to synthesize it. The reactants are: [CH3:1][C:2]1([C@H:5]([NH:7][C:8]2[C:9]3[N:10]([CH:17]=[C:18]([C:20]4[O:21][C:22](S(C)=O)=[N:23][N:24]=4)[CH:19]=3)[N:11]=[CH:12][C:13]=2[C:14]([NH2:16])=[O:15])[CH3:6])[CH2:4][CH2:3]1.[CH3:28][N:29]1[CH2:34][CH2:33][NH:32][CH2:31][CH2:30]1.CCN(C(C)C)C(C)C. (3) Given the product [CH:23]1([C:20]2[CH:21]=[CH:22][C:17]([N:14]3[CH2:15][CH2:16][N:11]([C:9]([C:5]4[C:6]([F:8])=[CH:7][C:2]([N:29]5[C@H:28]([CH3:27])[CH2:32][O:31][C:30]5=[O:33])=[CH:3][C:4]=4[F:26])=[O:10])[CH2:12][CH2:13]3)=[N:18][CH:19]=2)[CH2:25][CH2:24]1, predict the reactants needed to synthesize it. The reactants are: Br[C:2]1[CH:7]=[C:6]([F:8])[C:5]([C:9]([N:11]2[CH2:16][CH2:15][N:14]([C:17]3[CH:22]=[CH:21][C:20]([CH:23]4[CH2:25][CH2:24]4)=[CH:19][N:18]=3)[CH2:13][CH2:12]2)=[O:10])=[C:4]([F:26])[CH:3]=1.[CH3:27][C@@H:28]1[CH2:32][O:31][C:30](=[O:33])[NH:29]1. (4) Given the product [CH2:19]([O:21][C:22](=[O:26])[C@@H:23]([O:25][C:2]1[CH:7]=[C:6]([Cl:8])[N:5]=[C:4]([S:9][CH2:10][C:11]2[CH:16]=[CH:15][CH:14]=[C:13]([F:17])[C:12]=2[F:18])[N:3]=1)[CH3:24])[CH3:20], predict the reactants needed to synthesize it. The reactants are: Cl[C:2]1[CH:7]=[C:6]([Cl:8])[N:5]=[C:4]([S:9][CH2:10][C:11]2[CH:16]=[CH:15][CH:14]=[C:13]([F:17])[C:12]=2[F:18])[N:3]=1.[CH2:19]([O:21][C:22](=[O:26])[C@@H:23]([OH:25])[CH3:24])[CH3:20].[H-].[Na+]. (5) The reactants are: [NH2:1][C:2]1[S:6][N:5]=[C:4]([CH3:7])[C:3]=1[C:8]([OH:10])=O.S(Cl)(Cl)=O.[CH3:15][O:16][C:17]1[N:22]=[CH:21][C:20]([NH2:23])=[CH:19][C:18]=1[CH3:24].C(N(CC)CC)C. Given the product [NH2:1][C:2]1[S:6][N:5]=[C:4]([CH3:7])[C:3]=1[C:8]([NH:23][C:20]1[CH:21]=[N:22][C:17]([O:16][CH3:15])=[C:18]([CH3:24])[CH:19]=1)=[O:10], predict the reactants needed to synthesize it. (6) Given the product [CH3:4][CH2:3][CH2:9][CH:10]([CH3:15])[CH3:11].[CH3:7][N:6]([CH3:8])[C:4]([C@@H:3]([NH:2][C:21]([C:19]1[NH:18][C:22]2=[CH:23][N:31]=[C:29]([C:28]#[N:33])[CH:30]=[C:24]2[CH:20]=1)=[O:35])[CH2:9][C:10]1[CH:11]=[CH:12][CH:13]=[CH:14][CH:15]=1)=[O:5], predict the reactants needed to synthesize it. The reactants are: Cl.[NH2:2][C@@H:3]([CH2:9][C:10]1[CH:15]=[CH:14][CH:13]=[CH:12][CH:11]=1)[C:4]([N:6]([CH3:8])[CH3:7])=[O:5].CC[N:18]([CH:22]([CH3:24])[CH3:23])[CH:19]([CH3:21])[CH3:20].C1C=C[C:28]2[N:33](O)N=[N:31][C:29]=2[CH:30]=1.[OH2:35].CCN=C=NCCCN(C)C. (7) Given the product [CH3:1][O:2][C:3]1[C:4]([O:28][CH3:29])=[CH:5][C:6]2[C:12]([C:13]3[CH:18]=[CH:17][C:16]([N:19]4[CH2:20][CH2:21][N:22]([CH3:25])[CH2:23][CH2:24]4)=[CH:15][CH:14]=3)=[N:11][N:10]([C:31]([O:33][CH3:34])=[O:32])[CH:9]([CH3:26])[CH2:8][C:7]=2[CH:27]=1, predict the reactants needed to synthesize it. The reactants are: [CH3:1][O:2][C:3]1[C:4]([O:28][CH3:29])=[CH:5][C:6]2[C:12]([C:13]3[CH:18]=[CH:17][C:16]([N:19]4[CH2:24][CH2:23][N:22]([CH3:25])[CH2:21][CH2:20]4)=[CH:15][CH:14]=3)=[N:11][NH:10][CH:9]([CH3:26])[CH2:8][C:7]=2[CH:27]=1.Cl[C:31]([O:33][CH3:34])=[O:32].C(=O)([O-])O.[Na+]. (8) Given the product [CH2:1]1[CH2:2][CH2:3][C:4]([CH2:11][NH2:12])([CH2:7][C:8]([OH:10])=[O:9])[CH2:5][CH2:6]1, predict the reactants needed to synthesize it. The reactants are: [CH2:1]1[CH2:6][CH2:5][C:4]([CH2:11][NH2:12])([CH2:7][C:8]([OH:10])=[O:9])[CH2:3][CH2:2]1.Br.C(N(CCCC)CCCC)CCC. (9) Given the product [CH2:9]([N:11]1[C:6]([CH3:7])=[C:3]([CH3:4])[CH:2]=[C:13]([C:14]#[N:15])[C:12]1=[O:16])[CH3:10], predict the reactants needed to synthesize it. The reactants are: [Na].[CH3:2][CH:3]([C:6](=O)[CH3:7])[CH:4]=O.[CH2:9]([NH:11][C:12](=[O:16])[CH2:13][C:14]#[N:15])[CH3:10].C(O)(=O)C.N1CCCCC1.